Dataset: Catalyst prediction with 721,799 reactions and 888 catalyst types from USPTO. Task: Predict which catalyst facilitates the given reaction. (1) Reactant: C(N(CC)CC)C.[C@H:8]12[CH2:14][C@H:11]([NH:12][CH2:13]1)[CH2:10][N:9]2[CH2:15][C:16]1[N:17]([CH3:42])[C:18]2[C:23]([N:24]=1)=[C:22]([N:25]1[CH2:30][CH2:29][O:28][CH2:27][CH2:26]1)[N:21]=[C:20]([N:31]1[C:35]3[CH:36]=[CH:37][CH:38]=[CH:39][C:34]=3[N:33]=[C:32]1[CH2:40][CH3:41])[N:19]=2.Cl[CH2:44][C:45]([NH2:47])=[O:46]. Product: [CH2:40]([C:32]1[N:31]([C:20]2[N:19]=[C:18]3[C:23]([N:24]=[C:16]([CH2:15][N:9]4[CH2:10][C@@H:11]5[CH2:14][C@H:8]4[CH2:13][N:12]5[CH2:44][C:45]([NH2:47])=[O:46])[N:17]3[CH3:42])=[C:22]([N:25]3[CH2:30][CH2:29][O:28][CH2:27][CH2:26]3)[N:21]=2)[C:35]2[CH:36]=[CH:37][CH:38]=[CH:39][C:34]=2[N:33]=1)[CH3:41]. The catalyst class is: 2. (2) Reactant: C([Si](C1C=CC=CC=1)(C1C=CC=CC=1)[O:6][C:7]1[CH:12]=[CH:11][C:10]([C:13]2[CH:18]=[CH:17][CH:16]=[CH:15][C:14]=2[NH:19][C:20](=[O:33])[CH:21]([C:26]2[CH:31]=[CH:30][C:29]([Cl:32])=[CH:28][CH:27]=2)[O:22][CH2:23][C:24]#[CH:25])=[CH:9][C:8]=1[O:34][CH3:35])(C)(C)C.[F-].C([N+](CCCC)(CCCC)CCCC)CCC. Product: [Cl:32][C:29]1[CH:28]=[CH:27][C:26]([CH:21]([O:22][CH2:23][C:24]#[CH:25])[C:20]([NH:19][C:14]2[CH:15]=[CH:16][CH:17]=[CH:18][C:13]=2[C:10]2[CH:11]=[CH:12][C:7]([OH:6])=[C:8]([O:34][CH3:35])[CH:9]=2)=[O:33])=[CH:31][CH:30]=1. The catalyst class is: 4. (3) Reactant: N#N.[Cl:3][C:4]1[CH:5]=[C:6]([NH:19][C:20]2[C:21]3[C:28]4[CH:29]=[CH:30][C:31](/[CH:33]=[CH:34]/[C:35]([OH:37])=[O:36])=[CH:32][C:27]=4[S:26][C:22]=3[N:23]=[CH:24][N:25]=2)[CH:7]=[CH:8][C:9]=1[O:10][CH2:11][C:12]1[CH:17]=[CH:16][CH:15]=[C:14]([F:18])[CH:13]=1. Product: [Cl:3][C:4]1[CH:5]=[C:6]([NH:19][C:20]2[C:21]3[C:28]4[CH:29]=[CH:30][C:31]([CH2:33][CH2:34][C:35]([OH:37])=[O:36])=[CH:32][C:27]=4[S:26][C:22]=3[N:23]=[CH:24][N:25]=2)[CH:7]=[CH:8][C:9]=1[O:10][CH2:11][C:12]1[CH:17]=[CH:16][CH:15]=[C:14]([F:18])[CH:13]=1. The catalyst class is: 1. (4) Reactant: Cl.[Cl:2][C:3]1[CH:8]=[CH:7][C:6]([N:9]([CH2:11][CH2:12][C:13]2[CH:14]=[N:15][C:16]([CH3:19])=[CH:17][CH:18]=2)N)=[CH:5][CH:4]=1.[F:20][C:21]([F:36])([F:35])[C:22]1[CH:23]=[C:24]([N:28]2[CH2:33][CH2:32][C:31](=O)[CH2:30][CH2:29]2)[CH:25]=[CH:26][CH:27]=1. Product: [Cl:2][C:3]1[CH:8]=[CH:7][C:6]2[N:9]([CH2:11][CH2:12][C:13]3[CH:14]=[N:15][C:16]([CH3:19])=[CH:17][CH:18]=3)[C:31]3[CH2:32][CH2:33][N:28]([C:24]4[CH:25]=[CH:26][CH:27]=[C:22]([C:21]([F:36])([F:20])[F:35])[CH:23]=4)[CH2:29][C:30]=3[C:5]=2[CH:4]=1. The catalyst class is: 8. (5) Reactant: [CH2:1]([N:5]1[C:9](=[O:10])[C:8](Cl)=[C:7]([C:12]2[CH:17]=[CH:16][CH:15]=[CH:14][CH:13]=2)[S:6]1(=[O:19])=[O:18])[CH2:2][CH2:3][CH3:4].[NH2:20][C:21]1[CH:26]=[CH:25][C:24]([CH2:27][OH:28])=[CH:23][CH:22]=1. Product: [CH2:1]([N:5]1[C:9](=[O:10])[C:8]([NH:20][C:21]2[CH:26]=[CH:25][C:24]([CH2:27][OH:28])=[CH:23][CH:22]=2)=[C:7]([C:12]2[CH:17]=[CH:16][CH:15]=[CH:14][CH:13]=2)[S:6]1(=[O:19])=[O:18])[CH2:2][CH2:3][CH3:4]. The catalyst class is: 3.